Task: Predict the reactants needed to synthesize the given product.. Dataset: Full USPTO retrosynthesis dataset with 1.9M reactions from patents (1976-2016) Given the product [OH:18][C@@:12]1([CH3:17])[CH2:13][CH2:14][CH2:15][CH2:16][C@@H:11]1[NH:10][C:9]1[C:4]2[N:5]([CH:22]=[C:2]([C:23]3[CH:28]=[CH:27][CH:26]=[CH:25][CH:24]=3)[CH:3]=2)[N:6]=[CH:7][C:8]=1[C:19]([NH2:21])=[O:20], predict the reactants needed to synthesize it. The reactants are: Br[C:2]1[CH:3]=[C:4]2[C:9]([NH:10][C@H:11]3[CH2:16][CH2:15][CH2:14][CH2:13][C@@:12]3([OH:18])[CH3:17])=[C:8]([C:19]([NH2:21])=[O:20])[CH:7]=[N:6][N:5]2[CH:22]=1.[C:23]1(B(O)O)[CH:28]=[CH:27][CH:26]=[CH:25][CH:24]=1.C1(P(C2CCCCC2)C2C=CC=CC=2C2C(C(C)C)=CC(C(C)C)=CC=2C(C)C)CCCCC1.[O-]P([O-])([O-])=O.[K+].[K+].[K+].